The task is: Predict the reactants needed to synthesize the given product.. This data is from Full USPTO retrosynthesis dataset with 1.9M reactions from patents (1976-2016). (1) Given the product [C:14]([O:18][C:19]([N:21]1[CH2:26][CH2:25][CH:24]([CH:27]=[O:28])[CH2:23][CH2:22]1)=[O:20])([CH3:17])([CH3:16])[CH3:15], predict the reactants needed to synthesize it. The reactants are: ClCCl.CS(C)=O.C(Cl)(=O)C(Cl)=O.[C:14]([O:18][C:19]([N:21]1[CH2:26][CH2:25][CH:24]([CH2:27][OH:28])[CH2:23][CH2:22]1)=[O:20])([CH3:17])([CH3:16])[CH3:15]. (2) The reactants are: [NH2:1][CH2:2][CH2:3][NH:4][S:5]([C:8]1[CH:13]=[CH:12][CH:11]=[C:10]([CH:14]2[C:23]3[C:18](=[C:19]([Cl:25])[CH:20]=[C:21]([Cl:24])[CH:22]=3)[CH2:17][N:16]([CH3:26])[CH2:15]2)[CH:9]=1)(=[O:7])=[O:6].[OH:27][CH:28]([CH:32]([OH:36])[C:33]([O-])=[O:34])[C:29]([O-])=[O:30].[CH2:37]([N:39]([CH2:42][CH3:43])[CH2:40][CH3:41])C. Given the product [Cl:24][C:21]1[CH:22]=[C:23]2[C:18](=[C:19]([Cl:25])[CH:20]=1)[CH2:17][N:16]([CH3:26])[CH2:15][CH:14]2[C:10]1[CH:9]=[C:8]([S:5]([NH:4][CH2:3][CH2:2][NH:1][C:33](=[O:34])[CH:32]([OH:36])[CH:28]([OH:27])[C:29]([NH:1][CH2:2][CH2:3][NH:4][S:5]([C:8]2[CH:13]=[CH:12][CH:11]=[C:10]([CH:41]3[C:23]4[C:43](=[C:19]([Cl:25])[CH:20]=[C:21]([Cl:24])[CH:22]=4)[CH2:42][N:39]([CH3:37])[CH2:40]3)[CH:9]=2)(=[O:6])=[O:7])=[O:30])(=[O:7])=[O:6])[CH:13]=[CH:12][CH:11]=1, predict the reactants needed to synthesize it.